Regression. Given two drug SMILES strings and cell line genomic features, predict the synergy score measuring deviation from expected non-interaction effect. From a dataset of NCI-60 drug combinations with 297,098 pairs across 59 cell lines. (1) Drug 1: CCCS(=O)(=O)NC1=C(C(=C(C=C1)F)C(=O)C2=CNC3=C2C=C(C=N3)C4=CC=C(C=C4)Cl)F. Drug 2: C1C(C(OC1N2C=NC(=NC2=O)N)CO)O. Cell line: M14. Synergy scores: CSS=35.8, Synergy_ZIP=1.47, Synergy_Bliss=-0.382, Synergy_Loewe=-7.43, Synergy_HSA=-1.73. (2) Drug 1: C1=CC(=CC=C1CCCC(=O)O)N(CCCl)CCCl. Drug 2: C(CN)CNCCSP(=O)(O)O. Cell line: NCI/ADR-RES. Synergy scores: CSS=11.4, Synergy_ZIP=-4.17, Synergy_Bliss=1.32, Synergy_Loewe=-15.3, Synergy_HSA=-2.48.